Dataset: Peptide-MHC class I binding affinity with 185,985 pairs from IEDB/IMGT. Task: Regression. Given a peptide amino acid sequence and an MHC pseudo amino acid sequence, predict their binding affinity value. This is MHC class I binding data. The peptide sequence is FTDCRTIDA. The MHC is HLA-A68:02 with pseudo-sequence HLA-A68:02. The binding affinity (normalized) is 0.248.